The task is: Regression. Given two drug SMILES strings and cell line genomic features, predict the synergy score measuring deviation from expected non-interaction effect.. This data is from NCI-60 drug combinations with 297,098 pairs across 59 cell lines. (1) Drug 1: COC1=C(C=C2C(=C1)N=CN=C2NC3=CC(=C(C=C3)F)Cl)OCCCN4CCOCC4. Drug 2: C(CCl)NC(=O)N(CCCl)N=O. Cell line: UACC-257. Synergy scores: CSS=21.1, Synergy_ZIP=-0.963, Synergy_Bliss=5.69, Synergy_Loewe=2.40, Synergy_HSA=4.50. (2) Drug 1: CN(C)N=NC1=C(NC=N1)C(=O)N. Drug 2: C1CC(C1)(C(=O)O)C(=O)O.[NH2-].[NH2-].[Pt+2]. Cell line: T-47D. Synergy scores: CSS=4.85, Synergy_ZIP=-3.16, Synergy_Bliss=-1.94, Synergy_Loewe=-6.20, Synergy_HSA=-2.37. (3) Drug 1: CN(CC1=CN=C2C(=N1)C(=NC(=N2)N)N)C3=CC=C(C=C3)C(=O)NC(CCC(=O)O)C(=O)O. Drug 2: CS(=O)(=O)CCNCC1=CC=C(O1)C2=CC3=C(C=C2)N=CN=C3NC4=CC(=C(C=C4)OCC5=CC(=CC=C5)F)Cl. Cell line: HCT116. Synergy scores: CSS=51.6, Synergy_ZIP=-3.80, Synergy_Bliss=-8.37, Synergy_Loewe=-21.6, Synergy_HSA=-7.22.